Task: Predict the reaction yield, written as a fraction of the theoretical maximum amount of product (1.0 means a 100% yield; for example, 0.34 means a 34% yield).. Dataset: Reaction yield outcomes from USPTO patents with 853,638 reactions (1) The reactants are [Cl:1][C:2]1[CH:7]=[C:6]([NH:8][C:9]2[CH:14]=[CH:13][C:12]([N+:15]([O-:17])=[O:16])=[C:11]([F:18])[CH:10]=2)[CH:5]=[CH:4][N:3]=1.CI.[C:21]([O-])([O-])=O.[K+].[K+].CCOC(C)=O. The catalyst is CN(C=O)C.O. The product is [Cl:1][C:2]1[CH:7]=[C:6]([N:8]([C:9]2[CH:14]=[CH:13][C:12]([N+:15]([O-:17])=[O:16])=[C:11]([F:18])[CH:10]=2)[CH3:21])[CH:5]=[CH:4][N:3]=1. The yield is 0.450. (2) The reactants are [N:1]1[CH:6]=[CH:5][CH:4]=[C:3]([NH:7][C:8](=[O:15])OCC(Cl)(Cl)Cl)[CH:2]=1.[F:16][C:17]1[CH:22]=[CH:21][CH:20]=[CH:19][C:18]=1[C:23]1[CH:28]=[C:27]([N:29]2[CH2:34][CH2:33][NH:32][CH2:31][CH2:30]2)[N:26]=[CH:25][N:24]=1. The catalyst is C(OCC)(=O)C.CCCCCC. The product is [F:16][C:17]1[CH:22]=[CH:21][CH:20]=[CH:19][C:18]=1[C:23]1[N:24]=[CH:25][N:26]=[C:27]([N:29]2[CH2:30][CH2:31][N:32]([C:8]([NH:7][C:3]3[CH:2]=[N:1][CH:6]=[CH:5][CH:4]=3)=[O:15])[CH2:33][CH2:34]2)[CH:28]=1. The yield is 0.550.